Dataset: Full USPTO retrosynthesis dataset with 1.9M reactions from patents (1976-2016). Task: Predict the reactants needed to synthesize the given product. Given the product [F:1][C:2]1[CH:3]=[C:4]([CH:13]=[CH:14][CH:15]=1)[CH2:5][N:6]([CH3:19])[C:7](=[O:12])[C:8]([F:10])([F:11])[F:9], predict the reactants needed to synthesize it. The reactants are: [F:1][C:2]1[CH:3]=[C:4]([CH:13]=[CH:14][CH:15]=1)[CH2:5][NH:6][C:7](=[O:12])[C:8]([F:11])([F:10])[F:9].[H-].[Na+].I[CH3:19].O.